This data is from Forward reaction prediction with 1.9M reactions from USPTO patents (1976-2016). The task is: Predict the product of the given reaction. (1) Given the reactants [C:1]([C:5]1[CH:10]=[CH:9][C:8]([C:11]2[N:12]([C:31]3[CH:36]=[CH:35][C:34](B4OC(C)(C)C(C)(C)O4)=[CH:33][CH:32]=3)[CH:13]=[CH:14][C:15]=2[C:16]2[CH:21]=[CH:20][C:19](B3OC(C)(C)C(C)(C)O3)=[CH:18][CH:17]=2)=[CH:7][CH:6]=1)([CH3:4])([CH3:3])[CH3:2].Br[C:47]1[NH:51][C:50]([C@@H:52]2[CH2:56][CH2:55][CH2:54][N:53]2[C:57]([O:59][C:60]([CH3:63])([CH3:62])[CH3:61])=[O:58])=[N:49][CH:48]=1.ClCCl.[C:67](=[O:70])([O-])[O-:68].[Na+].[Na+], predict the reaction product. The product is: [C:1]([C:5]1[CH:10]=[CH:9][C:8]([C:11]2[N:12]([C:31]3[CH:36]=[CH:35][C:34]([C:47]4[N:51]=[C:50]([C@@H:52]5[CH2:56][CH2:55][CH2:54][N:53]5[C:67]([O:68][C:60]([CH3:63])([CH3:62])[CH3:61])=[O:70])[NH:49][CH:48]=4)=[CH:33][CH:32]=3)[CH:13]=[CH:14][C:15]=2[C:16]2[CH:17]=[CH:18][C:19]([C:47]3[N:51]=[C:50]([C@@H:52]4[CH2:56][CH2:55][CH2:54][N:53]4[C:57]([O:59][C:60]([CH3:63])([CH3:62])[CH3:61])=[O:58])[NH:49][CH:48]=3)=[CH:20][CH:21]=2)=[CH:7][CH:6]=1)([CH3:2])([CH3:4])[CH3:3]. (2) Given the reactants [CH:1]1[CH:2]=[CH:3][C:4]([N:7]2[CH2:12][CH2:11][NH:10][CH2:9][CH2:8]2)=[CH:5][CH:6]=1.[N:13]([C:16]([O:18][CH2:19][CH3:20])=[O:17])=[C:14]=[S:15], predict the reaction product. The product is: [C:4]1([N:7]2[CH2:8][CH2:9][N:10]([C:14]([NH:13][C:16](=[O:17])[O:18][CH2:19][CH3:20])=[S:15])[CH2:11][CH2:12]2)[CH:3]=[CH:2][CH:1]=[CH:6][CH:5]=1. (3) Given the reactants [Br-].[C:2]([C:5]1[CH:6]=[N+:7]([CH2:26][C:27]2[CH:32]=[CH:31][CH:30]=[CH:29][C:28]=2[CH3:33])[CH:8]=[CH:9][C:10]=1[CH2:11][CH:12]1[CH2:20][C:19]2[C:14](=[CH:15][C:16]([O:23][CH3:24])=[C:17]([O:21][CH3:22])[CH:18]=2)[C:13]1=[O:25])(=[O:4])[CH3:3].C1C(C(N)=O)=CN(CC2C=CC=CC=2)C=C1, predict the reaction product. The product is: [C:2]([C:5]1[CH:10]([CH2:11][CH:12]2[CH2:20][C:19]3[C:14](=[CH:15][C:16]([O:23][CH3:24])=[C:17]([O:21][CH3:22])[CH:18]=3)[C:13]2=[O:25])[CH:9]=[CH:8][N:7]([CH2:26][C:27]2[CH:32]=[CH:31][CH:30]=[CH:29][C:28]=2[CH3:33])[CH:6]=1)(=[O:4])[CH3:3]. (4) Given the reactants [CH3:1][S:2]([C:5]1[CH:11]=[CH:10][C:8]([NH2:9])=[CH:7][CH:6]=1)(=[O:4])=[O:3].C[Al](C)C.[S:16]1[CH:20]=[CH:19][CH:18]=[C:17]1[C:21]#[N:22], predict the reaction product. The product is: [CH3:1][S:2]([C:5]1[CH:11]=[CH:10][C:8]([NH:9][C:21]([C:17]2[S:16][CH:20]=[CH:19][CH:18]=2)=[NH:22])=[CH:7][CH:6]=1)(=[O:3])=[O:4]. (5) The product is: [Cl:1][C:2]1[CH:7]=[C:6]([B:18]([OH:23])[OH:19])[C:5]([O:9][CH3:10])=[CH:4][C:3]=1[C:11]1[CH:16]=[CH:15][CH:14]=[C:13]([F:17])[CH:12]=1. Given the reactants [Cl:1][C:2]1[CH:7]=[C:6](I)[C:5]([O:9][CH3:10])=[CH:4][C:3]=1[C:11]1[CH:16]=[CH:15][CH:14]=[C:13]([F:17])[CH:12]=1.[B:18](OC(C)C)([O:23]C(C)C)[O:19]C(C)C.C([Li])CCC.[OH-].[Na+], predict the reaction product.